From a dataset of Forward reaction prediction with 1.9M reactions from USPTO patents (1976-2016). Predict the product of the given reaction. (1) Given the reactants [CH3:1][C:2]1[CH:11]=[C:10]2[C:5]([CH:6]=[C:7]([CH2:12]O)[CH:8]=[N:9]2)=[CH:4][CH:3]=1.S(Cl)([Cl:16])=O, predict the reaction product. The product is: [Cl:16][CH2:12][C:7]1[CH:8]=[N:9][C:10]2[C:5]([CH:6]=1)=[CH:4][CH:3]=[C:2]([CH3:1])[CH:11]=2. (2) Given the reactants [C:1]([N:4]([CH2:39][CH:40]1[CH2:42][CH2:41]1)[C:5]1[CH:38]=[CH:37][C:8]([O:9][C:10]2[CH:11]=[C:12]([CH:28]=[C:29]([O:31][C@@H:32]([CH3:36])[CH2:33][O:34][CH3:35])[CH:30]=2)[C:13]([NH:15][C:16]2[CH:20]=[CH:19][N:18](C(OC(C)(C)C)=O)[N:17]=2)=[O:14])=[CH:7][CH:6]=1)(=[O:3])[CH3:2].FC(F)(F)C(O)=O, predict the reaction product. The product is: [C:1]([N:4]([CH2:39][CH:40]1[CH2:41][CH2:42]1)[C:5]1[CH:38]=[CH:37][C:8]([O:9][C:10]2[CH:11]=[C:12]([CH:28]=[C:29]([O:31][C@@H:32]([CH3:36])[CH2:33][O:34][CH3:35])[CH:30]=2)[C:13]([NH:15][C:16]2[CH:20]=[CH:19][NH:18][N:17]=2)=[O:14])=[CH:7][CH:6]=1)(=[O:3])[CH3:2]. (3) Given the reactants [C:1]([C:5]1[O:6][C:7]([C:13]([CH3:16])([CH3:15])[CH3:14])=[CH:8][C:9]=1[N:10]=[C:11]=[O:12])([O:3][CH3:4])=[O:2].[NH2:17][C:18]1[CH:23]=[CH:22][C:21]([CH3:24])=[CH:20][CH:19]=1, predict the reaction product. The product is: [C:1]([C:5]1[O:6][C:7]([C:13]([CH3:16])([CH3:15])[CH3:14])=[CH:8][C:9]=1[NH:10][C:11]([NH:17][C:18]1[CH:23]=[CH:22][C:21]([CH3:24])=[CH:20][CH:19]=1)=[O:12])([O:3][CH3:4])=[O:2]. (4) Given the reactants COC1C=CC(C([O:22][CH2:23][C@@H:24]([OH:51])[C@@H:25]([O:43][Si](CC)(CC)CC)[C@@H:26]([O:39]CCF)[C@H:27](N2C=C(C)C(N)=NC2=O)[CH2:28][OH:29])(C2C=CC=CC=2)C2C=CC(OC)=CC=2)=CC=1.C(OC(=O)C1C=CC=CC=1)(=[O:61])C1C=CC=CC=1, predict the reaction product. The product is: [CH2:23]([OH:22])[C@H:24]([C@@H:25]([C@@H:26]([C@@H:27]([CH2:28][OH:29])[OH:61])[OH:39])[OH:43])[OH:51].